The task is: Regression. Given a peptide amino acid sequence and an MHC pseudo amino acid sequence, predict their binding affinity value. This is MHC class I binding data.. This data is from Peptide-MHC class I binding affinity with 185,985 pairs from IEDB/IMGT. The binding affinity (normalized) is 0.0847. The peptide sequence is TPVWHVTSA. The MHC is HLA-A30:01 with pseudo-sequence HLA-A30:01.